The task is: Predict the reactants needed to synthesize the given product.. This data is from Full USPTO retrosynthesis dataset with 1.9M reactions from patents (1976-2016). (1) Given the product [CH3:40][N:41]([CH3:48])[CH:42]1[CH2:47][CH2:46][N:45]([C:33]([C:32]2[CH:36]=[CH:37][C:29]([NH:28][C:26]([NH:25][C:22]3[CH:21]=[CH:20][C:19]([C:10]4[N:11]=[C:12]([N:13]5[CH2:18][CH2:17][O:16][CH2:15][CH2:14]5)[C:7]5[CH:6]=[CH:5][N:4]([CH2:3][C:2]([F:39])([F:1])[F:38])[C:8]=5[N:9]=4)=[CH:24][CH:23]=3)=[O:27])=[CH:30][CH:31]=2)=[O:34])[CH2:44][CH2:43]1, predict the reactants needed to synthesize it. The reactants are: [F:1][C:2]([F:39])([F:38])[CH2:3][N:4]1[C:8]2[N:9]=[C:10]([C:19]3[CH:24]=[CH:23][C:22]([NH:25][C:26]([NH:28][C:29]4[CH:37]=[CH:36][C:32]([C:33](O)=[O:34])=[CH:31][CH:30]=4)=[O:27])=[CH:21][CH:20]=3)[N:11]=[C:12]([N:13]3[CH2:18][CH2:17][O:16][CH2:15][CH2:14]3)[C:7]=2[CH:6]=[CH:5]1.[CH3:40][N:41]([CH3:48])[CH:42]1[CH2:47][CH2:46][NH:45][CH2:44][CH2:43]1. (2) Given the product [CH:30]1([NH:29][C:27](=[O:28])[CH2:26][C:23]2[CH:24]=[CH:25][C:20]([B:9]3[O:10][C:11]([CH3:16])([CH3:17])[C:12]([CH3:14])([CH3:15])[O:13]3)=[CH:21][CH:22]=2)[CH2:31][CH2:32]1, predict the reactants needed to synthesize it. The reactants are: [CH3:16][C:11]1([CH3:17])[C:12]([CH3:15])([CH3:14])[O:13][B:9]([B:9]2[O:13][C:12]([CH3:15])([CH3:14])[C:11]([CH3:17])([CH3:16])[O:10]2)[O:10]1.Br[C:20]1[CH:25]=[CH:24][C:23]([CH2:26][C:27]([NH:29][CH:30]2[CH2:32][CH2:31]2)=[O:28])=[CH:22][CH:21]=1.C([O-])(=O)C.[K+]. (3) Given the product [CH3:30][C:29]([CH3:31])([CH3:32])[C:28]#[C:27][C:7]1[S:6][C:5]([C:3]([OH:2])=[O:4])=[C:9]([N:10]([C:18]([CH:20]2[CH2:25][CH2:24][CH:23]([CH3:26])[CH2:22][CH2:21]2)=[O:19])[CH:11]2[CH2:16][CH2:15][CH:14]([NH:35][N:34]([CH3:33])[C:36]3[CH:41]=[N:40][CH:39]=[CH:38][N:37]=3)[CH2:13][CH2:12]2)[CH:8]=1, predict the reactants needed to synthesize it. The reactants are: C[O:2][C:3]([C:5]1[S:6][C:7]([C:27]#[C:28][C:29]([CH3:32])([CH3:31])[CH3:30])=[CH:8][C:9]=1[N:10]([C:18]([CH:20]1[CH2:25][CH2:24][CH:23]([CH3:26])[CH2:22][CH2:21]1)=[O:19])[CH:11]1[CH2:16][CH2:15][C:14](=O)[CH2:13][CH2:12]1)=[O:4].[CH3:33][N:34]([C:36]1[CH:41]=[N:40][CH:39]=[CH:38][N:37]=1)[NH2:35].CC(O)=O.[BH-](OC(C)=O)(OC(C)=O)OC(C)=O.[Na+].C([O-])(O)=O.[Na+].[OH-].[Li+]. (4) Given the product [NH2:50][C:48]1[S:49][C:20]([C:18]2[CH:17]=[CH:16][N:15]=[C:14]([NH:13][C:10]3[CH:11]=[CH:12][C:7]([NH:6][CH2:5][CH2:4][CH2:3][N:2]([CH3:42])[CH3:1])=[C:8]([F:41])[CH:9]=3)[N:19]=2)=[C:21]([C:23]2[CH:24]=[C:25]([N:29]([CH3:40])[C:30](=[O:39])[C:31]3[CH:36]=[C:35]([F:37])[CH:34]=[CH:33][C:32]=3[F:38])[CH:26]=[CH:27][CH:28]=2)[N:47]=1, predict the reactants needed to synthesize it. The reactants are: [CH3:1][N:2]([CH3:42])[CH2:3][CH2:4][CH2:5][NH:6][C:7]1[CH:12]=[CH:11][C:10]([NH:13][C:14]2[N:19]=[C:18]([CH2:20][C:21]([C:23]3[CH:24]=[C:25]([N:29]([CH3:40])[C:30](=[O:39])[C:31]4[CH:36]=[C:35]([F:37])[CH:34]=[CH:33][C:32]=4[F:38])[CH:26]=[CH:27][CH:28]=3)=O)[CH:17]=[CH:16][N:15]=2)=[CH:9][C:8]=1[F:41].BrBr.[OH-].[Na+].[NH2:47][C:48]([NH2:50])=[S:49].C(=O)([O-])[O-].[Mg+2]. (5) The reactants are: [CH3:1][O:2][C:3]1[CH:4]=[C:5]([C:9]2[N:10]=[CH:11][NH:12][CH:13]=2)[CH:6]=[CH:7][CH:8]=1.N1C=CC=CC=1.Cl[C:21]([O:23][C:24]1[CH:29]=[CH:28][CH:27]=[CH:26][CH:25]=1)=[O:22]. Given the product [CH3:1][O:2][C:3]1[CH:4]=[C:5]([C:9]2[N:10]=[CH:11][N:12]([C:21]([O:23][C:24]3[CH:29]=[CH:28][CH:27]=[CH:26][CH:25]=3)=[O:22])[CH:13]=2)[CH:6]=[CH:7][CH:8]=1, predict the reactants needed to synthesize it. (6) Given the product [Cl:6][C:7]1[C:16]2[N:17]=[C:18]([CH2:23][O:24][CH2:25][CH3:26])[N:19]([CH2:20][C:21]3[O:1][N:2]=[C:3]([CH3:4])[CH:22]=3)[C:15]=2[C:14]2[CH:13]=[CH:12][CH:11]=[CH:10][C:9]=2[N:8]=1, predict the reactants needed to synthesize it. The reactants are: [OH:1][N:2]=[C:3](Cl)[CH3:4].[Cl:6][C:7]1[C:16]2[N:17]=[C:18]([CH2:23][O:24][CH2:25][CH3:26])[N:19]([CH2:20][C:21]#[CH:22])[C:15]=2[C:14]2[CH:13]=[CH:12][CH:11]=[CH:10][C:9]=2[N:8]=1.C(N(CC)CC)C. (7) Given the product [CH2:17]([N:21]([CH2:25][CH2:26][CH2:27][CH3:28])[CH2:22][CH2:23][OH:24])[CH2:18][CH2:19][CH3:20].[B:1]([OH:4])([OH:3])[OH:2].[OH:16][CH2:15][C@@H:13]([C@H:11]([C@@H:9]([C@@H:7]([CH2:6][OH:5])[OH:8])[OH:10])[OH:12])[OH:14], predict the reactants needed to synthesize it. The reactants are: [B:1]([OH:4])([OH:3])[OH:2].[OH:5][CH2:6][C@@H:7]([C@H:9]([C@@H:11]([C@@H:13]([CH2:15][OH:16])[OH:14])[OH:12])[OH:10])[OH:8].[CH2:17]([N:21]([CH2:25][CH2:26][CH2:27][CH3:28])[CH2:22][CH2:23][OH:24])[CH2:18][CH2:19][CH3:20].